This data is from Full USPTO retrosynthesis dataset with 1.9M reactions from patents (1976-2016). The task is: Predict the reactants needed to synthesize the given product. (1) Given the product [OH:14][CH2:15][CH2:16][CH2:17][CH2:18][CH2:19][CH2:20][CH2:21][CH2:22][CH2:23][O:24][C:25]1[CH:30]=[CH:29][N:28]=[C:27]([CH2:31][S:1][C:2]2[NH:6][C:5]3[CH:7]=[CH:8][CH:9]=[CH:10][C:4]=3[N:3]=2)[C:26]=1[CH3:33], predict the reactants needed to synthesize it. The reactants are: [SH:1][C:2]1[NH:3][C:4]2[CH:10]=[CH:9][CH:8]=[CH:7][C:5]=2[N:6]=1.C[O-].[Na+].[OH:14][CH2:15][CH2:16][CH2:17][CH2:18][CH2:19][CH2:20][CH2:21][CH2:22][CH2:23][O:24][C:25]1[CH:30]=[CH:29][N:28]=[C:27]([CH2:31]Cl)[C:26]=1[CH3:33]. (2) Given the product [CH:1]1([C:4]([C:6]2[CH:15]=[C:14]([CH:16]=[O:17])[C:13]3[C:8]([CH:7]=2)=[CH:9][CH:10]=[CH:11][CH:12]=3)=[O:5])[CH2:2][CH2:3]1, predict the reactants needed to synthesize it. The reactants are: [CH:1]1([C:4]([C:6]2[CH:15]=[C:14]([CH:16]3OCCC[O:17]3)[C:13]3[C:8](=[CH:9][CH:10]=[CH:11][CH:12]=3)[CH:7]=2)=[O:5])[CH2:3][CH2:2]1.C(O)(=O)C. (3) Given the product [NH2:22][C:19]1[CH:20]=[CH:21][C:16]([NH:15][C:10]2[CH:9]=[C:8]([C:6]3[CH:7]=[C:2]([Cl:1])[CH:3]=[CH:4][C:5]=3[O:25][CH3:26])[N:13]=[C:12]([NH2:14])[N:11]=2)=[CH:17][CH:18]=1, predict the reactants needed to synthesize it. The reactants are: [Cl:1][C:2]1[CH:3]=[CH:4][C:5]([O:25][CH3:26])=[C:6]([C:8]2[N:13]=[C:12]([NH2:14])[N:11]=[C:10]([NH:15][C:16]3[CH:21]=[CH:20][C:19]([N+:22]([O-])=O)=[CH:18][CH:17]=3)[CH:9]=2)[CH:7]=1.[Sn](Cl)Cl.Cl.